This data is from Retrosynthesis with 50K atom-mapped reactions and 10 reaction types from USPTO. The task is: Predict the reactants needed to synthesize the given product. (1) Given the product CCCCCCCCCCCCCCCCCCOc1ccc(N)c(C)c1, predict the reactants needed to synthesize it. The reactants are: CCCCCCCCCCCCCCCCCCOc1ccc([N+](=O)[O-])c(C)c1. (2) Given the product C[C@@H](NC(=O)[C@H](N)CCCNC(=O)OCc1ccccc1)c1cccc2ccccc12, predict the reactants needed to synthesize it. The reactants are: C[C@@H](NC(=O)[C@@H](CCCNC(=O)OCc1ccccc1)NC(=O)OC(C)(C)C)c1cccc2ccccc12.